From a dataset of Full USPTO retrosynthesis dataset with 1.9M reactions from patents (1976-2016). Predict the reactants needed to synthesize the given product. Given the product [NH2:27][CH2:25][C:11]([C:2]1[CH:7]=[N:6][CH:5]=[CH:4][CH:3]=1)([OH:12])[C:10]([F:17])([F:16])[F:9], predict the reactants needed to synthesize it. The reactants are: Br[C:2]1[CH:3]=[CH:4][C:5](Cl)=[N:6][CH:7]=1.[F:9][C:10]([F:17])([F:16])[C:11](OCC)=[O:12].Cl.C(=O)([O-])[O-].[K+].[K+].[CH2:25]([N:27](CC)CC)C.